The task is: Predict the reaction yield, written as a fraction of the theoretical maximum amount of product (1.0 means a 100% yield; for example, 0.34 means a 34% yield).. This data is from Reaction yield outcomes from USPTO patents with 853,638 reactions. (1) The reactants are [CH3:1][O:2][C:3]1[CH:4]=[C:5]2[C:10](=[CH:11][C:12]=1[O:13][CH3:14])[N:9]=[CH:8][N:7]=[C:6]2[O:15][C:16]1[CH:22]=[CH:21][C:19]([NH2:20])=[CH:18][C:17]=1[CH3:23].[F:24][C:25]1[CH:30]=[C:29]([F:31])[CH:28]=[CH:27][C:26]=1[N:32]=[C:33]=[O:34]. The catalyst is C(Cl)(Cl)Cl. The product is [F:24][C:25]1[CH:30]=[C:29]([F:31])[CH:28]=[CH:27][C:26]=1[NH:32][C:33]([NH:20][C:19]1[CH:21]=[CH:22][C:16]([O:15][C:6]2[C:5]3[C:10](=[CH:11][C:12]([O:13][CH3:14])=[C:3]([O:2][CH3:1])[CH:4]=3)[N:9]=[CH:8][N:7]=2)=[C:17]([CH3:23])[CH:18]=1)=[O:34]. The yield is 0.790. (2) The reactants are [C:1]([C:3]1[CH:4]=[C:5]([C:13]2[O:17][N:16]=[C:15]([C:18]3[C:19]([CH3:32])=[C:20]4[C:25](=[CH:26][CH:27]=3)[CH2:24][N:23]([CH2:28][C:29]([OH:31])=O)[CH2:22][CH2:21]4)[N:14]=2)[CH:6]=[CH:7][C:8]=1[O:9][CH:10]([CH3:12])[CH3:11])#[N:2].CCN(C(C)C)C(C)C.CN(C(ON1N=NC2C=CC=NC1=2)=[N+](C)C)C.F[P-](F)(F)(F)(F)F.[CH2:66]([CH2:68][NH2:69])[OH:67].[ClH:70]. The catalyst is CN(C=O)C.CN1C(=O)CCC1.O1CCOCC1. The product is [ClH:70].[C:1]([C:3]1[CH:4]=[C:5]([C:13]2[O:17][N:16]=[C:15]([C:18]3[C:19]([CH3:32])=[C:20]4[C:25](=[CH:26][CH:27]=3)[CH2:24][N:23]([CH2:28][C:29]([NH:69][CH2:68][CH2:66][OH:67])=[O:31])[CH2:22][CH2:21]4)[N:14]=2)[CH:6]=[CH:7][C:8]=1[O:9][CH:10]([CH3:11])[CH3:12])#[N:2]. The yield is 0.210.